This data is from Forward reaction prediction with 1.9M reactions from USPTO patents (1976-2016). The task is: Predict the product of the given reaction. (1) The product is: [CH3:23][C:18]1([CH3:22])[O:17][C:16]2[CH:24]=[CH:25][C:13]([NH:12][CH2:1][C:3]3[CH:11]=[CH:10][C:6]([C:7]([O:9][CH2:1][C:3]4[CH:11]=[CH:10][CH:6]=[CH:5][CH:4]=4)=[O:8])=[CH:5][CH:4]=3)=[CH:14][C:15]=2[C:20](=[O:21])[O:19]1. Given the reactants [CH:1]([C:3]1[CH:11]=[CH:10][C:6]([C:7]([O-:9])=[O:8])=[CH:5][CH:4]=1)=O.[NH2:12][C:13]1[CH:25]=[CH:24][C:16]2[O:17][C:18]([CH3:23])([CH3:22])[O:19][C:20](=[O:21])[C:15]=2[CH:14]=1.O, predict the reaction product. (2) Given the reactants Cl[C:2]1[N:7]=[C:6]([C:8]([F:11])([CH3:10])[CH3:9])[N:5]=[C:4]([NH2:12])[N:3]=1.[F:13][C:14]1[C:19]([F:20])=[C:18]([NH2:21])[C:17]([F:22])=[C:16]([F:23])N=1.[CH3:24]C([O-])(C)C.[K+], predict the reaction product. The product is: [F:11][C:8]([C:6]1[N:5]=[C:4]([NH2:12])[N:3]=[C:2]([NH:21][C:18]2[C:19]([F:20])=[C:14]([F:13])[CH:24]=[C:16]([F:23])[C:17]=2[F:22])[N:7]=1)([CH3:10])[CH3:9]. (3) Given the reactants Cl[C:2]1[CH:7]=[CH:6][N:5]=[C:4]([NH:8][CH:9]2[CH2:14][C:13]([CH3:16])([CH3:15])[NH:12][C:11]([CH3:18])([CH3:17])[CH2:10]2)[N:3]=1.[CH3:19][S:20][C:21]1[CH:26]=[CH:25][C:24](B(O)O)=[CH:23][CH:22]=1.C(=O)([O-])[O-].[Na+].[Na+], predict the reaction product. The product is: [CH3:19][S:20][C:21]1[CH:26]=[CH:25][C:24]([C:2]2[CH:7]=[CH:6][N:5]=[C:4]([NH:8][CH:9]3[CH2:14][C:13]([CH3:16])([CH3:15])[NH:12][C:11]([CH3:18])([CH3:17])[CH2:10]3)[N:3]=2)=[CH:23][CH:22]=1. (4) Given the reactants I[C:2]1[CH:10]=[C:9]2[C:5]([CH2:6][CH2:7][CH2:8]2)=[CH:4][C:3]=1[NH2:11].[Cu][C:13]#[N:14].[NH4+].[OH-].ClCCl, predict the reaction product. The product is: [NH2:11][C:3]1[CH:4]=[C:5]2[C:9]([CH2:8][CH2:7][CH2:6]2)=[CH:10][C:2]=1[C:13]#[N:14]. (5) Given the reactants [F:1][C:2]1[C:9]([F:10])=[CH:8][CH:7]=[C:6]([F:11])[C:3]=1[CH:4]=[O:5].N1C=CC=C(C2C=C3C=CNC3=NC=2)C=1.[CH3:27][S:28]([C:31]1[CH:32]=[C:33]([C:37]2[CH:38]=[C:39]3[CH:45]=[CH:44][NH:43][C:40]3=[N:41][CH:42]=2)[CH:34]=[CH:35][CH:36]=1)(=[O:30])=[O:29], predict the reaction product. The product is: [CH3:27][S:28]([C:31]1[CH:32]=[C:33]([C:37]2[CH:38]=[C:39]3[C:45]([C:4]([C:3]4[C:6]([F:11])=[CH:7][CH:8]=[C:9]([F:10])[C:2]=4[F:1])=[O:5])=[CH:44][NH:43][C:40]3=[N:41][CH:42]=2)[CH:34]=[CH:35][CH:36]=1)(=[O:29])=[O:30]. (6) Given the reactants [CH3:1][O:2][C:3](=[O:18])[CH2:4][O:5][C:6]1[CH:11]=[C:10]([CH3:12])[C:9]([S:13](Cl)(=[O:15])=[O:14])=[C:8]([CH3:17])[CH:7]=1.[CH3:19][O:20][C:21]1[CH:27]=[CH:26][C:24]([NH2:25])=[C:23]([N+:28]([O-:30])=[O:29])[CH:22]=1.N1C=CC=CC=1, predict the reaction product. The product is: [CH3:1][O:2][C:3](=[O:18])[CH2:4][O:5][C:6]1[CH:11]=[C:10]([CH3:12])[C:9]([S:13]([NH:25][C:24]2[CH:26]=[CH:27][C:21]([O:20][CH3:19])=[CH:22][C:23]=2[N+:28]([O-:30])=[O:29])(=[O:15])=[O:14])=[C:8]([CH3:17])[CH:7]=1.